This data is from Catalyst prediction with 721,799 reactions and 888 catalyst types from USPTO. The task is: Predict which catalyst facilitates the given reaction. Reactant: [OH:1][C:2]1[CH:7]=[CH:6][C:5]([N:8]2[CH2:12][CH2:11][CH2:10][C@H:9]2[CH2:13][C:14]([O:16]CC)=[O:15])=[CH:4][CH:3]=1.Br[CH2:20][C:21]1[CH:26]=[CH:25][CH:24]=[C:23]([CH3:27])[CH:22]=1.C([O-])([O-])=O.[K+].[K+]. Product: [CH3:20][C:21]1[CH:22]=[C:23]([CH:24]=[CH:25][CH:26]=1)[CH2:27][O:1][C:2]1[CH:3]=[CH:4][C:5]([N:8]2[CH2:12][CH2:11][CH2:10][C@H:9]2[CH2:13][C:14]([OH:16])=[O:15])=[CH:6][CH:7]=1. The catalyst class is: 3.